This data is from Reaction yield outcomes from USPTO patents with 853,638 reactions. The task is: Predict the reaction yield, written as a fraction of the theoretical maximum amount of product (1.0 means a 100% yield; for example, 0.34 means a 34% yield). (1) The reactants are [F:1][C:2]([F:13])([F:12])[C:3]1[CH:8]=[CH:7][C:6](B(O)O)=[CH:5][CH:4]=1.C([O-])([O-])=O.[Cs+].[Cs+].Cl[C:21]1[N:26]=[C:25]([O:27]C)[C:24]([O:29]C)=[CH:23][N:22]=1. The catalyst is C1COCC1.[Pd]. The yield is 0.0400. The product is [OH:29][C:24]1[C:25](=[O:27])[NH:26][C:21]([C:6]2[CH:7]=[CH:8][C:3]([C:2]([F:13])([F:12])[F:1])=[CH:4][CH:5]=2)=[N:22][CH:23]=1. (2) The reactants are [Si]([O:8][CH2:9][CH:10]([O:44][CH3:45])[CH2:11][N:12]1[C:20](=[O:21])[C:19]2[N:18]([CH2:22][C:23]3[CH:28]=[CH:27][C:26]([Cl:29])=[CH:25][CH:24]=3)[C:17]([O:30][C:31]3[CH:36]=[CH:35][CH:34]=[C:33]([O:37][C:38]([F:41])([F:40])[F:39])[CH:32]=3)=[N:16][C:15]=2[N:14]([CH3:42])[C:13]1=[O:43])(C(C)(C)C)(C)C.Cl. The catalyst is C(O)C. The product is [Cl:29][C:26]1[CH:25]=[CH:24][C:23]([CH2:22][N:18]2[C:19]3[C:20](=[O:21])[N:12]([CH2:11][CH:10]([O:44][CH3:45])[CH2:9][OH:8])[C:13](=[O:43])[N:14]([CH3:42])[C:15]=3[N:16]=[C:17]2[O:30][C:31]2[CH:36]=[CH:35][CH:34]=[C:33]([O:37][C:38]([F:41])([F:39])[F:40])[CH:32]=2)=[CH:28][CH:27]=1. The yield is 0.162. (3) The reactants are [Br:1][C:2]1[CH:8]=[CH:7][CH:6]=[CH:5][C:3]=1[NH2:4].[CH2:9]([S:21](Cl)(=[O:23])=[O:22])[CH2:10][CH2:11][CH2:12][CH2:13][CH2:14][CH2:15][CH2:16][CH2:17][CH2:18][CH2:19][CH3:20]. The catalyst is CN(C1C=CN=CC=1)C.N1C=CC=CC=1. The product is [Br:1][C:2]1[CH:8]=[CH:7][CH:6]=[CH:5][C:3]=1[NH:4][S:21]([CH2:9][CH2:10][CH2:11][CH2:12][CH2:13][CH2:14][CH2:15][CH2:16][CH2:17][CH2:18][CH2:19][CH3:20])(=[O:23])=[O:22]. The yield is 0.720. (4) The reactants are [CH3:1][C:2]1([CH3:17])[O:6][C@H:5]([CH2:7][N:8]2[CH:12]=[CH:11][C:10]([NH:13]C(=O)C)=[N:9]2)[CH2:4][O:3]1.O.[OH-].[Na+].CCCCCCC. The catalyst is C(OC)(C)(C)C. The product is [CH3:1][C:2]1([CH3:17])[O:6][C@H:5]([CH2:7][N:8]2[CH:12]=[CH:11][C:10]([NH2:13])=[N:9]2)[CH2:4][O:3]1. The yield is 0.680. (5) The reactants are C([C:4]1[CH:5]=[C:6]([F:11])[C:7]([Cl:10])=[N:8][CH:9]=1)C=C.CC[C@@H]1[C@@H]2C[C@H]([C@@H](OC3C4C(=CC=CC=4)C(O[C@@H](C4C=CN=C5C=4C=C(OC)C=C5)[C@@H]4N5C[C@H](CC)[C@@H](CC5)C4)=NN=3)C3C=CN=C4C=3C=C([O:33]C)C=C4)N(CC2)C1.[C:70]([OH:74])(C)([CH3:72])[CH3:71]. The catalyst is O. The product is [Cl:10][C:7]1[N:8]=[CH:9][C:4]([CH2:71][C@@H:70]([OH:74])[CH2:72][OH:33])=[CH:5][C:6]=1[F:11]. The yield is 0.980. (6) The reactants are [CH3:1][C:2]1[O:6][C:5]([C:7]2[CH:8]=[N:9][NH:10][C:11]=2[NH2:12])=[N:4][CH:3]=1.[Cl:13][C:14]1[CH:19]=[CH:18][C:17]([C:20](=O)[CH2:21][C:22](OCC)=[O:23])=[CH:16][C:15]=1[O:28][CH2:29][CH3:30].CC1C=CC(S(O)(=O)=O)=CC=1. The catalyst is CCCCO. The product is [Cl:13][C:14]1[CH:19]=[CH:18][C:17]([C:20]2[NH:12][C:11]3[N:10]([N:9]=[CH:8][C:7]=3[C:5]3[O:6][C:2]([CH3:1])=[CH:3][N:4]=3)[C:22](=[O:23])[CH:21]=2)=[CH:16][C:15]=1[O:28][CH2:29][CH3:30]. The yield is 0.190. (7) The reactants are [Br:1][C:2]1[CH:10]=[CH:9][C:5]([C:6]([OH:8])=[O:7])=[C:4]([CH3:11])[CH:3]=1.S(=O)(=O)(O)O.[CH3:17]O. No catalyst specified. The product is [CH3:17][O:7][C:6](=[O:8])[C:5]1[CH:9]=[CH:10][C:2]([Br:1])=[CH:3][C:4]=1[CH3:11]. The yield is 0.870. (8) The yield is 0.830. The product is [F:1][C:2]1[CH:39]=[CH:38][C:5]([C:6](=[S:53])[NH:8][C@@:9]([C:24]2[CH:29]=[C:28]([O:30][C:31]([F:36])([F:35])[CH:32]([F:34])[F:33])[CH:27]=[C:26]([F:37])[CH:25]=2)([C:17]2[CH:22]=[CH:21][C:20]([F:23])=[CH:19][CH:18]=2)[CH2:10][C:11]2[CH:16]=[CH:15][CH:14]=[CH:13][CH:12]=2)=[CH:4][C:3]=1[C:40]([F:43])([F:42])[F:41]. The reactants are [F:1][C:2]1[CH:39]=[CH:38][C:5]([C:6]([NH:8][C@@:9]([C:24]2[CH:29]=[C:28]([O:30][C:31]([F:36])([F:35])[CH:32]([F:34])[F:33])[CH:27]=[C:26]([F:37])[CH:25]=2)([C:17]2[CH:22]=[CH:21][C:20]([F:23])=[CH:19][CH:18]=2)[CH2:10][C:11]2[CH:16]=[CH:15][CH:14]=[CH:13][CH:12]=2)=O)=[CH:4][C:3]=1[C:40]([F:43])([F:42])[F:41].COC1C=CC(P2(SP(C3C=CC(OC)=CC=3)(=S)S2)=[S:53])=CC=1. The catalyst is C1(C)C=CC=CC=1. (9) The reactants are NC(N)=O.Cl.[C:6]1([C:12]([CH:14]2[CH2:19][CH2:18][NH:17][CH2:16][CH2:15]2)=[O:13])[CH:11]=[CH:10][CH:9]=[CH:8][CH:7]=1.CCN(C(C)C)C(C)C.[C:29](O[C:29]([O:31][C:32]([CH3:35])([CH3:34])[CH3:33])=[O:30])([O:31][C:32]([CH3:35])([CH3:34])[CH3:33])=[O:30]. The catalyst is C(Cl)Cl. The product is [C:12]([CH:14]1[CH2:19][CH2:18][N:17]([C:29]([O:31][C:32]([CH3:35])([CH3:34])[CH3:33])=[O:30])[CH2:16][CH2:15]1)(=[O:13])[C:6]1[CH:7]=[CH:8][CH:9]=[CH:10][CH:11]=1. The yield is 0.920. (10) The reactants are [Cl:1][C:2]1[CH:3]=[CH:4][C:5]2[N:6]([C:8]([C:29]3[CH:34]=[CH:33][CH:32]=[CH:31][CH:30]=3)=[C:9]([C:11]3[CH:16]=[CH:15][C:14]([C:17]4([NH:21]C(=O)OC(C)(C)C)[CH2:20][CH2:19][CH2:18]4)=[CH:13][CH:12]=3)[N:10]=2)[N:7]=1.C(Cl)Cl.Cl.[OH-].[Na+]. The catalyst is CO. The product is [Cl:1][C:2]1[CH:3]=[CH:4][C:5]2[N:6]([C:8]([C:29]3[CH:30]=[CH:31][CH:32]=[CH:33][CH:34]=3)=[C:9]([C:11]3[CH:12]=[CH:13][C:14]([C:17]4([NH2:21])[CH2:18][CH2:19][CH2:20]4)=[CH:15][CH:16]=3)[N:10]=2)[N:7]=1. The yield is 0.680.